From a dataset of Catalyst prediction with 721,799 reactions and 888 catalyst types from USPTO. Predict which catalyst facilitates the given reaction. (1) Product: [CH:9]([O:8][C:6]1[CH:5]=[CH:4][C:3]2[NH:12][C:13]([CH2:14][CH2:15][CH2:16][CH2:17][N:18]([CH2:22][C@@H:23]3[C@H:30]4[O:29][C:28]([CH3:32])([CH3:31])[O:27][C@H:26]4[C@H:25]([N:33]4[CH:41]=[N:40][C:39]5[C:34]4=[N:35][CH:36]=[N:37][C:38]=5[NH2:42])[O:24]3)[CH:19]([CH3:21])[CH3:20])=[N:1][C:2]=2[CH:7]=1)([CH3:11])[CH3:10]. The catalyst class is: 52. Reactant: [NH2:1][C:2]1[CH:7]=[C:6]([O:8][CH:9]([CH3:11])[CH3:10])[CH:5]=[CH:4][C:3]=1[NH:12][C:13](=O)[CH2:14][CH2:15][CH2:16][CH2:17][N:18]([CH2:22][C@@H:23]1[C@@H:30]2[C@@H:26]([O:27][C:28]([CH3:32])([CH3:31])[O:29]2)[C@H:25]([N:33]2[CH:41]=[N:40][C:39]3[C:34]2=[N:35][CH:36]=[N:37][C:38]=3[NH2:42])[O:24]1)[CH:19]([CH3:21])[CH3:20]. (2) Reactant: [N:1]1[C:9]2[C:4](=[N:5][CH:6]=[CH:7][CH:8]=2)[NH:3][CH:2]=1.[H-].[Na+].Br[CH2:13][CH2:14][Cl:15].CCCCCCC. Product: [Cl:15][CH2:14][CH2:13][N:3]1[C:4]2=[N:5][CH:6]=[CH:7][CH:8]=[C:9]2[N:1]=[CH:2]1. The catalyst class is: 3. (3) Reactant: [CH3:1][C:2]1[CH:3]=[C:4]([N:17]=[CH:18][C:19]2[CH:28]=[CH:27][C:22]([C:23]([O:25][CH3:26])=[O:24])=[CH:21][N:20]=2)[CH:5]=[N:6][C:7]=1[N:8]1[CH:12]=[C:11]([C:13]([F:16])([F:15])[F:14])[CH:10]=[N:9]1.[CH2:29]([Mg]Br)[CH:30]([CH3:32])[CH3:31].[Cl-].[NH4+]. Product: [CH3:29][CH:30]([CH3:32])[CH2:31][CH:18]([C:19]1[CH:28]=[CH:27][C:22]([C:23]([O:25][CH3:26])=[O:24])=[CH:21][N:20]=1)[NH:17][C:4]1[CH:5]=[N:6][C:7]([N:8]2[CH:12]=[C:11]([C:13]([F:16])([F:15])[F:14])[CH:10]=[N:9]2)=[C:2]([CH3:1])[CH:3]=1. The catalyst class is: 7. (4) Reactant: Br[Mg][C:3]#[CH:4].[CH3:5][N:6]1[CH:10]=[CH:9][N:8]=[C:7]1[C:11](=[O:13])[CH3:12]. Product: [CH3:5][N:6]1[CH:10]=[CH:9][N:8]=[C:7]1[C:11]([OH:13])([C:3]#[CH:4])[CH3:12]. The catalyst class is: 7. (5) Reactant: Cl.[NH:2]1[CH2:7][CH2:6][CH2:5][CH2:4][C@@H:3]1[C:8]([O:10][CH3:11])=[O:9].C1C=CC2N(O)N=NC=2C=1.CN1CCOCC1.[C:29]1([CH2:35][O:36][C:37]([NH:39][CH2:40][C:41](O)=[O:42])=[O:38])[CH:34]=[CH:33][CH:32]=[CH:31][CH:30]=1.CCN=C=NCCCN(C)C.Cl. Product: [C:29]1([CH2:35][O:36][C:37]([NH:39][CH2:40][C:41]([N:2]2[CH2:7][CH2:6][CH2:5][CH2:4][C@@H:3]2[C:8]([O:10][CH3:11])=[O:9])=[O:42])=[O:38])[CH:30]=[CH:31][CH:32]=[CH:33][CH:34]=1. The catalyst class is: 2. (6) Reactant: Br.[CH3:2][N:3]([CH2:5][C:6]1[S:20][C:9]2[NH:10][C:11](=[O:19])[C:12]3[CH:13]=[CH:14][CH:15]=[C:16]([OH:18])[C:17]=3[C:8]=2[CH:7]=1)[CH3:4].[ClH:21]. Product: [ClH:21].[CH3:4][N:3]([CH2:5][C:6]1[S:20][C:9]2[NH:10][C:11](=[O:19])[C:12]3[CH:13]=[CH:14][CH:15]=[C:16]([OH:18])[C:17]=3[C:8]=2[CH:7]=1)[CH3:2]. The catalyst class is: 5.